Predict the product of the given reaction. From a dataset of Forward reaction prediction with 1.9M reactions from USPTO patents (1976-2016). (1) Given the reactants CC([O-])(C)C.[K+].Br[C:8]1[CH:13]=[C:12]([Cl:14])[CH:11]=[CH:10][N:9]=1.[CH3:15][C:16]1[N:21]=[C:20]([NH2:22])[CH:19]=[CH:18][N:17]=1, predict the reaction product. The product is: [Cl:14][C:12]1[CH:11]=[CH:10][N:9]=[C:8]([NH:22][C:20]2[CH:19]=[CH:18][N:17]=[C:16]([CH3:15])[N:21]=2)[CH:13]=1. (2) Given the reactants [Cl:1][C:2]1[N:7]=[CH:6][C:5]([C:8]2([C:11]([OH:13])=O)[CH2:10][CH2:9]2)=[CH:4][CH:3]=1.C[N:15](C(ON1N=NC2C=CC=NC1=2)=[N+](C)C)C.F[P-](F)(F)(F)(F)F.C(N(C(C)C)CC)(C)C.[Cl-].[NH4+].C(=O)([O-])O.[Na+], predict the reaction product. The product is: [Cl:1][C:2]1[N:7]=[CH:6][C:5]([C:8]2([C:11]([NH2:15])=[O:13])[CH2:10][CH2:9]2)=[CH:4][CH:3]=1. (3) The product is: [CH2:1]([O:8][C:9]1[CH:10]=[C:11]2[C:16](=[CH:17][C:18]=1[O:19][CH3:20])[CH:15](/[CH:21]=[CH:51]/[C:50]1[C:45]([N:44]([CH3:53])[CH3:43])=[N:46][CH:47]=[CH:48][CH:49]=1)[NH:14][CH2:13][CH2:12]2)[C:2]1[CH:7]=[CH:6][CH:5]=[CH:4][CH:3]=1. Given the reactants [CH2:1]([O:8][C:9]1[CH:10]=[C:11]2[C:16](=[CH:17][C:18]=1[O:19][CH3:20])[CH:15]([CH2:21]S(C1N(C3C=CC=CC=3)N=NN=1)(=O)=O)[N:14](C(OC(C)(C)C)=O)[CH2:13][CH2:12]2)[C:2]1[CH:7]=[CH:6][CH:5]=[CH:4][CH:3]=1.[CH3:43][N:44]([CH3:53])[C:45]1[C:50]([CH:51]=O)=[CH:49][CH:48]=[CH:47][N:46]=1.C[Si]([N-][Si](C)(C)C)(C)C.[Li+], predict the reaction product.